From a dataset of Peptide-MHC class I binding affinity with 185,985 pairs from IEDB/IMGT. Regression. Given a peptide amino acid sequence and an MHC pseudo amino acid sequence, predict their binding affinity value. This is MHC class I binding data. (1) The peptide sequence is NVINVELSL. The MHC is Mamu-A07 with pseudo-sequence Mamu-A07. The binding affinity (normalized) is 0. (2) The peptide sequence is PQREPWDEW. The MHC is Mamu-B52 with pseudo-sequence Mamu-B52. The binding affinity (normalized) is 0.593.